From a dataset of Peptide-MHC class II binding affinity with 134,281 pairs from IEDB. Regression. Given a peptide amino acid sequence and an MHC pseudo amino acid sequence, predict their binding affinity value. This is MHC class II binding data. (1) The peptide sequence is KTSLYNLRRGTALAIPQCRLTPLSRL. The MHC is DRB1_1301 with pseudo-sequence DRB1_1301. The binding affinity (normalized) is 0.295. (2) The peptide sequence is CSFSTAAPTVASVMS. The MHC is H-2-IAd with pseudo-sequence H-2-IAd. The binding affinity (normalized) is 0.667. (3) The binding affinity (normalized) is 0.0166. The MHC is DRB1_0901 with pseudo-sequence DRB1_0901. The peptide sequence is NIRQAGVQY. (4) The peptide sequence is LIEDYFEALSLQLSG. The MHC is DRB1_0802 with pseudo-sequence DRB1_0802. The binding affinity (normalized) is 0.470. (5) The peptide sequence is FIGYGKATLECQVQTKK. The MHC is DRB1_0801 with pseudo-sequence DRB1_0801. The binding affinity (normalized) is 0.448.